This data is from NCI-60 drug combinations with 297,098 pairs across 59 cell lines. The task is: Regression. Given two drug SMILES strings and cell line genomic features, predict the synergy score measuring deviation from expected non-interaction effect. Synergy scores: CSS=27.2, Synergy_ZIP=2.14, Synergy_Bliss=3.14, Synergy_Loewe=-26.8, Synergy_HSA=3.42. Drug 2: CC1=C(C=C(C=C1)C(=O)NC2=CC(=CC(=C2)C(F)(F)F)N3C=C(N=C3)C)NC4=NC=CC(=N4)C5=CN=CC=C5. Cell line: HCT116. Drug 1: CC1C(C(CC(O1)OC2CC(CC3=C2C(=C4C(=C3O)C(=O)C5=C(C4=O)C(=CC=C5)OC)O)(C(=O)C)O)N)O.Cl.